Predict the product of the given reaction. From a dataset of Forward reaction prediction with 1.9M reactions from USPTO patents (1976-2016). (1) Given the reactants [O:1]1CCO[CH:2]1[C:6]1[C:11]([OH:12])=[CH:10][CH:9]=[CH:8][C:7]=1O.[OH:14][CH2:15][C@@H:16]1[CH2:21][CH2:20][C@H:19]([C:22]([O:24][CH3:25])=[O:23])[CH2:18][CH2:17]1.C1C=CC(P(C2C=CC=CC=2)C2C=CC=CC=2)=CC=1.CC(OC(/N=N/C(OC(C)C)=O)=O)C, predict the reaction product. The product is: [CH:2]([C:6]1[C:11]([OH:12])=[CH:10][CH:9]=[CH:8][C:7]=1[O:14][CH2:15][C@@H:16]1[CH2:17][CH2:18][C@H:19]([C:22]([O:24][CH3:25])=[O:23])[CH2:20][CH2:21]1)=[O:1]. (2) Given the reactants Cl.[NH:2]1[CH:6]=[CH:5][N:4]=[C:3]1[CH2:7][OH:8].O[N:10]1[C:14](=[O:15])[C:13]2=[CH:16][CH:17]=[CH:18][CH:19]=[C:12]2[C:11]1=[O:20].C1(P(C2C=CC=CC=2)C2C=CC=CC=2)C=CC=CC=1.N(C(OCC)=O)=NC(OCC)=O, predict the reaction product. The product is: [NH:2]1[CH:6]=[CH:5][N:4]=[C:3]1[CH2:7][O:8][N:10]1[C:14](=[O:15])[C:13]2[C:12](=[CH:19][CH:18]=[CH:17][CH:16]=2)[C:11]1=[O:20]. (3) The product is: [N:8]1([C@H:14]2[CH2:15][C@H:16]([O:18][C:19]3[CH:20]=[CH:21][C:22]([C:25]4[S:26][C:27]5[CH2:28][NH:29][CH2:30][CH2:31][C:32]=5[N:33]=4)=[CH:23][CH:24]=3)[CH2:17]2)[CH2:13][CH2:12][CH2:11][CH2:10][CH2:9]1. Given the reactants FC(F)(F)C(O)=O.[N:8]1([C@H:14]2[CH2:17][C@H:16]([O:18][C:19]3[CH:24]=[CH:23][C:22]([C:25]4[S:26][C:27]5[CH2:28][N:29](C(OC(C)(C)C)=O)[CH2:30][CH2:31][C:32]=5[N:33]=4)=[CH:21][CH:20]=3)[CH2:15]2)[CH2:13][CH2:12][CH2:11][CH2:10][CH2:9]1, predict the reaction product. (4) The product is: [N:19]1([CH:13]([NH:8][C:6](=[O:7])[C:5]2[CH:9]=[CH:10][C:2]([Cl:1])=[CH:3][CH:4]=2)[C:12]([Cl:18])([Cl:11])[CH2:15][CH2:16][CH3:17])[C:23]2[CH:24]=[CH:25][CH:26]=[CH:27][C:22]=2[N:21]=[N:20]1. Given the reactants [Cl:1][C:2]1[CH:10]=[CH:9][C:5]([C:6]([NH2:8])=[O:7])=[CH:4][CH:3]=1.[Cl:11][C:12]([Cl:18])([CH2:15][CH2:16][CH3:17])[CH:13]=O.[NH:19]1[C:23]2[CH:24]=[CH:25][CH:26]=[CH:27][C:22]=2[N:21]=[N:20]1.C1(C)C=CC(S(O)(=O)=O)=CC=1, predict the reaction product.